This data is from Peptide-MHC class II binding affinity with 134,281 pairs from IEDB. The task is: Regression. Given a peptide amino acid sequence and an MHC pseudo amino acid sequence, predict their binding affinity value. This is MHC class II binding data. The peptide sequence is LSPREEPDDIDCWCY. The MHC is DRB1_1301 with pseudo-sequence DRB1_1301. The binding affinity (normalized) is 0.